From a dataset of Full USPTO retrosynthesis dataset with 1.9M reactions from patents (1976-2016). Predict the reactants needed to synthesize the given product. (1) The reactants are: [NH:1]1[C:9]2[C:4](=[CH:5][CH:6]=[CH:7][CH:8]=2)[CH2:3][C:2]1=[O:10].[CH3:11][O:12][C:13]1[CH:18]=[CH:17][C:16]([O:19][CH3:20])=[CH:15][C:14]=1[C:21](=O)[CH3:22].C(NCC)C. Given the product [CH3:11][O:12][C:13]1[CH:18]=[CH:17][C:16]([O:19][CH3:20])=[CH:15][C:14]=1[C:21](=[C:3]1[C:4]2[C:9](=[CH:8][CH:7]=[CH:6][CH:5]=2)[NH:1][C:2]1=[O:10])[CH3:22], predict the reactants needed to synthesize it. (2) Given the product [CH3:1][C:2]1[C:10]([O:11][CH:17]2[CH2:18][CH2:13][CH2:14][N:15]([C:19]([O:21][C:22]([CH3:25])([CH3:24])[CH3:23])=[O:20])[CH2:16]2)=[CH:9][CH:8]=[C:7]2[C:3]=1[CH:4]=[N:5][NH:6]2.[OH:12][CH:13]1[CH2:18][CH2:17][CH2:16][N:15]([C:19]([O:21][C:22]([CH3:25])([CH3:24])[CH3:23])=[O:20])[CH2:14]1, predict the reactants needed to synthesize it. The reactants are: [CH3:1][C:2]1[C:10]([OH:11])=[CH:9][CH:8]=[C:7]2[C:3]=1[CH:4]=[N:5][NH:6]2.[OH:12][CH:13]1[CH2:18][CH2:17][CH2:16][N:15]([C:19]([O:21][C:22]([CH3:25])([CH3:24])[CH3:23])=[O:20])[CH2:14]1.